Task: Predict the product of the given reaction.. Dataset: Forward reaction prediction with 1.9M reactions from USPTO patents (1976-2016) (1) Given the reactants [S:1]1[C:5]2[CH:6]=[CH:7][CH:8]=[CH:9][C:4]=2[C:3]([CH2:10][C:11](O)=[O:12])=[CH:2]1.[H-].[H-].[H-].[H-].[Li+].[Al+3], predict the reaction product. The product is: [S:1]1[CH:2]=[C:3]([CH2:10][CH2:11][OH:12])[C:4]2[CH:9]=[CH:8][CH:7]=[CH:6][C:5]1=2. (2) Given the reactants [CH2:1]([O:8][C:9]([N:11]([CH2:32][C:33]([N:35]1[CH2:39][C@@H:38]([F:40])[CH2:37][C@H:36]1[C:41]#[N:42])=[O:34])[C:12]12[CH2:19][CH2:18][C:15]([C:20](ON3C4C=CC=CC=4N=N3)=[O:21])([CH2:16][CH2:17]1)[CH2:14][CH2:13]2)=[O:10])[C:2]1[CH:7]=[CH:6][CH:5]=[CH:4][CH:3]=1.[NH:43]1[CH2:48][CH2:47][CH2:46][CH2:45][CH2:44]1, predict the reaction product. The product is: [CH2:1]([O:8][C:9]([N:11]([CH2:32][C:33]([N:35]1[CH2:39][C@@H:38]([F:40])[CH2:37][C@H:36]1[C:41]#[N:42])=[O:34])[C:12]12[CH2:13][CH2:14][C:15]([C:20]([N:43]3[CH2:48][CH2:47][CH2:46][CH2:45][CH2:44]3)=[O:21])([CH2:18][CH2:19]1)[CH2:16][CH2:17]2)=[O:10])[C:2]1[CH:3]=[CH:4][CH:5]=[CH:6][CH:7]=1. (3) Given the reactants [CH2:1]([N:8]1[CH2:13][CH2:12][NH:11][CH:10]([CH2:14][C:15]([O:17][CH3:18])=[O:16])[CH2:9]1)[C:2]1[CH:7]=[CH:6][CH:5]=[CH:4][CH:3]=1.[CH:19]1[C:28]2[C:23](=[CH:24][CH:25]=[CH:26][CH:27]=2)[CH:22]=[CH:21][C:20]=1[S:29](Cl)(=[O:31])=[O:30], predict the reaction product. The product is: [CH2:1]([N:8]1[CH2:13][CH2:12][N:11]([S:29]([C:20]2[CH:21]=[CH:22][C:23]3[C:28](=[CH:27][CH:26]=[CH:25][CH:24]=3)[CH:19]=2)(=[O:31])=[O:30])[CH:10]([CH2:14][C:15]([O:17][CH3:18])=[O:16])[CH2:9]1)[C:2]1[CH:3]=[CH:4][CH:5]=[CH:6][CH:7]=1. (4) Given the reactants [Cl-].[NH4+].[N+:3]([C:6]1[CH:11]=[CH:10][C:9]([NH:12][C:13]2[CH:18]=[CH:17][CH:16]=[CH:15][CH:14]=2)=[CH:8][CH:7]=1)([O-])=O, predict the reaction product. The product is: [C:13]1([NH:12][C:9]2[CH:10]=[CH:11][C:6]([NH2:3])=[CH:7][CH:8]=2)[CH:14]=[CH:15][CH:16]=[CH:17][CH:18]=1.